From a dataset of Full USPTO retrosynthesis dataset with 1.9M reactions from patents (1976-2016). Predict the reactants needed to synthesize the given product. (1) Given the product [C:46]([OH:59])(=[O:58])[C:24]([CH3:23])=[CH2:25].[NH2:26][C:27]([O:19][CH2:1][CH3:2])=[O:28], predict the reactants needed to synthesize it. The reactants are: [CH2:1]([OH:19])[CH2:2]CCCCCCCCCCCCCCCC.[CH2:25]([N:26]=[C:27]=[O:28])[CH2:24][CH2:23][CH2:23][CH2:24][CH2:25][N:26]=[C:27]=[O:28].C1C=C(CN=C=O)C=C(CN=C=O)C=1.[C:46]([O-:59])(=[O:58])CCCCCCCCCCC.C([Sn+2]CCCC)CCC.C([O-])(=O)CCCCCCCCCCC.COC1C=CC(O)=CC=1. (2) Given the product [CH2:1]([N:8]1[CH2:9][CH2:10][O:11][CH:12]([C:14]2[CH:19]=[CH:18][C:17]([CH:26]=[O:27])=[CH:16][CH:15]=2)[CH2:13]1)[C:2]1[CH:7]=[CH:6][CH:5]=[CH:4][CH:3]=1, predict the reactants needed to synthesize it. The reactants are: [CH2:1]([N:8]1[CH2:13][CH:12]([C:14]2[CH:19]=[CH:18][C:17](Br)=[CH:16][CH:15]=2)[O:11][CH2:10][CH2:9]1)[C:2]1[CH:7]=[CH:6][CH:5]=[CH:4][CH:3]=1.[Li]CCCC.[CH:26](N1CCOCC1)=[O:27]. (3) The reactants are: [F:1][C:2]1[CH:3]=[C:4]([CH:9]=[C:10]([O:14][CH2:15][C:16]2[CH:21]=[CH:20][CH:19]=[CH:18][CH:17]=2)[C:11]=1[O:12][CH3:13])[C:5](OC)=[O:6].[H-].[Al+3].[Li+].[H-].[H-].[H-].[OH-].[Na+].S([O-])([O-])(=O)=O.[Mg+2]. Given the product [F:1][C:2]1[CH:3]=[C:4]([CH2:5][OH:6])[CH:9]=[C:10]([O:14][CH2:15][C:16]2[CH:17]=[CH:18][CH:19]=[CH:20][CH:21]=2)[C:11]=1[O:12][CH3:13], predict the reactants needed to synthesize it.